Dataset: Full USPTO retrosynthesis dataset with 1.9M reactions from patents (1976-2016). Task: Predict the reactants needed to synthesize the given product. Given the product [F:12][C:13]1[CH:33]=[CH:32][CH:31]=[C:30]([F:34])[C:14]=1[CH2:15][O:16][C:17]1[C:18]2[N:19]([C:23]([C:27]([NH:8][CH:6]3[CH2:5][C:4]([CH3:10])([CH3:9])[NH:3][C:2]([CH3:11])([CH3:1])[CH2:7]3)=[O:28])=[C:24]([CH3:26])[N:25]=2)[CH:20]=[CH:21][CH:22]=1, predict the reactants needed to synthesize it. The reactants are: [CH3:1][C:2]1([CH3:11])[CH2:7][CH:6]([NH2:8])[CH2:5][C:4]([CH3:10])([CH3:9])[NH:3]1.[F:12][C:13]1[CH:33]=[CH:32][CH:31]=[C:30]([F:34])[C:14]=1[CH2:15][O:16][C:17]1[C:18]2[N:19]([C:23]([C:27](O)=[O:28])=[C:24]([CH3:26])[N:25]=2)[CH:20]=[CH:21][CH:22]=1.F[B-](F)(F)F.N1(O[C+](N(C)C)N(C)C)C2C=CC=CC=2N=N1.CN1CCOCC1.